Dataset: Reaction yield outcomes from USPTO patents with 853,638 reactions. Task: Predict the reaction yield, written as a fraction of the theoretical maximum amount of product (1.0 means a 100% yield; for example, 0.34 means a 34% yield). (1) The reactants are [CH2:1]([N:3]1[C:15]2[C:14](=[O:16])[NH:13][CH:12]([CH3:17])[CH2:11][C:10]=2[C:9]2[C:4]1=[CH:5][CH:6]=[CH:7][CH:8]=2)[CH3:2].Br[C:19]1[CH:20]=[N:21][CH:22]=[CH:23][CH:24]=1.P([O-])([O-])([O-])=O.[K+].[K+].[K+]. The catalyst is [Cu](I)I.O1CCOCC1. The product is [CH2:1]([N:3]1[C:15]2[C:14](=[O:16])[N:13]([C:19]3[CH:20]=[N:21][CH:22]=[CH:23][CH:24]=3)[CH:12]([CH3:17])[CH2:11][C:10]=2[C:9]2[C:4]1=[CH:5][CH:6]=[CH:7][CH:8]=2)[CH3:2]. The yield is 0.340. (2) The reactants are C([O:8][N:9]1[C:15](=[O:16])[N:14]2[CH2:17][C@H:10]1[CH2:11][CH2:12][C@H:13]2[C:18]([NH:20][O:21][CH2:22][CH2:23][O:24][CH:25]1[CH2:30][CH2:29][N:28]([C:31]([O:33][C:34]([CH3:37])([CH3:36])[CH3:35])=[O:32])[CH2:27][CH2:26]1)=[O:19])C1C=CC=CC=1. The catalyst is CO.[Pd]. The product is [OH:8][N:9]1[C:15](=[O:16])[N:14]2[CH2:17][C@H:10]1[CH2:11][CH2:12][C@H:13]2[C:18]([NH:20][O:21][CH2:22][CH2:23][O:24][CH:25]1[CH2:30][CH2:29][N:28]([C:31]([O:33][C:34]([CH3:37])([CH3:36])[CH3:35])=[O:32])[CH2:27][CH2:26]1)=[O:19]. The yield is 0.990. (3) The reactants are [C:1](=[S:16])(OC1C=CC=CN=1)OC1C=CC=CN=1.[Br:17][C:18]1[CH:19]=[C:20]([CH:24]([C:26]2[CH:31]=[CH:30][N:29]=[CH:28][CH:27]=2)[NH2:25])[CH:21]=[CH:22][CH:23]=1. The catalyst is ClCCl. The product is [Br:17][C:18]1[CH:19]=[C:20]([CH:24]([N:25]=[C:1]=[S:16])[C:26]2[CH:27]=[CH:28][N:29]=[CH:30][CH:31]=2)[CH:21]=[CH:22][CH:23]=1. The yield is 0.860. (4) The catalyst is ClCCl. The yield is 0.800. The reactants are [F:1][C:2]1[CH:7]=[CH:6][C:5]([C:8]2[CH:13]=[CH:12][C:11]([O:14][C:15]([CH3:20])([CH3:19])[C:16]([OH:18])=O)=[CH:10][CH:9]=2)=[CH:4][CH:3]=1.CN([P+](ON1N=NC2C=CC=CC1=2)(N(C)C)N(C)C)C.F[P-](F)(F)(F)(F)F.Cl.[NH:49]1[CH2:53][CH2:52][C:51]2([C:57]3[CH:58]=[CH:59][CH:60]=[CH:61][C:56]=3[CH2:55][O:54]2)[CH2:50]1.C(N(CC)C(C)C)(C)C. The product is [F:1][C:2]1[CH:3]=[CH:4][C:5]([C:8]2[CH:9]=[CH:10][C:11]([O:14][C:15]([CH3:20])([CH3:19])[C:16]([N:49]3[CH2:53][CH2:52][C:51]4([C:57]5[CH:58]=[CH:59][CH:60]=[CH:61][C:56]=5[CH2:55][O:54]4)[CH2:50]3)=[O:18])=[CH:12][CH:13]=2)=[CH:6][CH:7]=1.